Dataset: NCI-60 drug combinations with 297,098 pairs across 59 cell lines. Task: Regression. Given two drug SMILES strings and cell line genomic features, predict the synergy score measuring deviation from expected non-interaction effect. (1) Drug 1: CC1OCC2C(O1)C(C(C(O2)OC3C4COC(=O)C4C(C5=CC6=C(C=C35)OCO6)C7=CC(=C(C(=C7)OC)O)OC)O)O. Drug 2: C1=NNC2=C1C(=O)NC=N2. Cell line: SR. Synergy scores: CSS=63.8, Synergy_ZIP=0.903, Synergy_Bliss=0.573, Synergy_Loewe=-28.6, Synergy_HSA=0.554. (2) Drug 1: CCC1(CC2CC(C3=C(CCN(C2)C1)C4=CC=CC=C4N3)(C5=C(C=C6C(=C5)C78CCN9C7C(C=CC9)(C(C(C8N6C=O)(C(=O)OC)O)OC(=O)C)CC)OC)C(=O)OC)O.OS(=O)(=O)O. Drug 2: CC1C(C(CC(O1)OC2CC(OC(C2O)C)OC3=CC4=CC5=C(C(=O)C(C(C5)C(C(=O)C(C(C)O)O)OC)OC6CC(C(C(O6)C)O)OC7CC(C(C(O7)C)O)OC8CC(C(C(O8)C)O)(C)O)C(=C4C(=C3C)O)O)O)O. Cell line: RXF 393. Synergy scores: CSS=13.5, Synergy_ZIP=0.444, Synergy_Bliss=-0.145, Synergy_Loewe=-2.13, Synergy_HSA=-1.53. (3) Drug 1: C1CCN(CC1)CCOC2=CC=C(C=C2)C(=O)C3=C(SC4=C3C=CC(=C4)O)C5=CC=C(C=C5)O. Drug 2: C1=NC(=NC(=O)N1C2C(C(C(O2)CO)O)O)N. Cell line: CAKI-1. Synergy scores: CSS=31.6, Synergy_ZIP=-9.57, Synergy_Bliss=-1.86, Synergy_Loewe=-22.4, Synergy_HSA=-0.761. (4) Drug 1: CC1OCC2C(O1)C(C(C(O2)OC3C4COC(=O)C4C(C5=CC6=C(C=C35)OCO6)C7=CC(=C(C(=C7)OC)O)OC)O)O. Drug 2: CCC1=C2CN3C(=CC4=C(C3=O)COC(=O)C4(CC)O)C2=NC5=C1C=C(C=C5)O. Cell line: SF-295. Synergy scores: CSS=53.9, Synergy_ZIP=-1.14, Synergy_Bliss=-1.22, Synergy_Loewe=0.774, Synergy_HSA=3.49. (5) Synergy scores: CSS=43.4, Synergy_ZIP=-0.131, Synergy_Bliss=-1.50, Synergy_Loewe=-2.60, Synergy_HSA=1.43. Drug 2: C1=NC2=C(N=C(N=C2N1C3C(C(C(O3)CO)O)F)Cl)N. Cell line: A549. Drug 1: C1=CC(=C2C(=C1NCCNCCO)C(=O)C3=C(C=CC(=C3C2=O)O)O)NCCNCCO.